Task: Predict the reactants needed to synthesize the given product.. Dataset: Full USPTO retrosynthesis dataset with 1.9M reactions from patents (1976-2016) (1) Given the product [OH:12][CH2:11][CH2:10][C@@H:9]([NH:8][C:6]([O:5][C:1]([CH3:4])([CH3:3])[CH3:2])=[O:7])[C:20]([O:22][CH:23]1[CH2:24][CH2:25][CH2:26][CH2:27]1)=[O:21], predict the reactants needed to synthesize it. The reactants are: [C:1]([O:5][C:6]([NH:8][C@@H:9]([C:20]([O:22][CH:23]1[CH2:27][CH2:26][CH2:25][CH2:24]1)=[O:21])[CH2:10][CH2:11][O:12][Si](C(C)(C)C)(C)C)=[O:7])([CH3:4])([CH3:3])[CH3:2].C(OCC)(=O)C. (2) The reactants are: [CH3:1][N:2]1[CH:6]=[CH:5][N:4]=[CH:3]1.[Br:7][CH2:8][CH2:9][CH2:10][CH2:11][CH2:12][CH2:13][CH2:14][CH2:15][CH2:16][CH3:17]. Given the product [Br-:7].[CH3:1][N+:2]1[CH:6]=[CH:5][N:4]([CH2:8][CH2:9][CH2:10][CH2:11][CH2:12][CH2:13][CH2:14][CH2:15][CH2:16][CH3:17])[CH:3]=1, predict the reactants needed to synthesize it. (3) Given the product [NH4+:5].[OH-:37].[C:19]([C:23]1[CH:24]=[C:25]([NH:35][C:36]([NH:38][C@@H:39]2[C:48]3[C:43](=[CH:44][CH:45]=[CH:46][CH:47]=3)[C@H:42]([O:49][C:50]3[CH:51]=[CH:52][C:53]4[N:54]([C:56]([N:59]5[CH2:64][CH2:63][CH:62]([OH:65])[CH2:61][CH2:60]5)=[N:57][N:58]=4)[CH:55]=3)[CH2:41][CH2:40]2)=[O:37])[N:26]([C:28]2[CH:33]=[CH:32][C:31]([CH3:34])=[CH:30][CH:29]=2)[N:27]=1)([CH3:22])([CH3:20])[CH3:21], predict the reactants needed to synthesize it. The reactants are: CCCC[N+:5](CCCC)(CCCC)CCCC.[F-].[C:19]([C:23]1[CH:24]=[C:25]([NH:35][C:36]([NH:38][C@@H:39]2[C:48]3[C:43](=[CH:44][CH:45]=[CH:46][CH:47]=3)[C@H:42]([O:49][C:50]3[CH:51]=[CH:52][C:53]4[N:54]([C:56]([N:59]5[CH2:64][CH2:63][CH:62]([O:65][Si](C(C)C)(C(C)C)C(C)C)[CH2:61][CH2:60]5)=[N:57][N:58]=4)[CH:55]=3)[CH2:41][CH2:40]2)=[O:37])[N:26]([C:28]2[CH:33]=[CH:32][C:31]([CH3:34])=[CH:30][CH:29]=2)[N:27]=1)([CH3:22])([CH3:21])[CH3:20]. (4) Given the product [F:1][C:2]1[C:7]([F:8])=[CH:6][CH:5]=[CH:4][C:3]=1/[C:9](=[N:19]\[S@@:17]([C:14]([CH3:16])([CH3:15])[CH3:13])=[O:18])/[CH2:10][F:11], predict the reactants needed to synthesize it. The reactants are: [F:1][C:2]1[C:7]([F:8])=[CH:6][CH:5]=[CH:4][C:3]=1[C:9](=O)[CH2:10][F:11].[CH3:13][C:14]([S@:17]([NH2:19])=[O:18])([CH3:16])[CH3:15]. (5) Given the product [CH3:10][S:7]([C:4]1[S:3][C:2]([N:24]2[C:23](=[O:26])[CH2:22][C:21]3([CH2:27][CH2:28][N:18]([C:16]([O:15][C:11]([CH3:14])([CH3:13])[CH3:12])=[O:17])[CH2:19][CH2:20]3)[CH2:25]2)=[N:6][CH:5]=1)(=[O:9])=[O:8], predict the reactants needed to synthesize it. The reactants are: Br[C:2]1[S:3][C:4]([S:7]([CH3:10])(=[O:9])=[O:8])=[CH:5][N:6]=1.[C:11]([O:15][C:16]([N:18]1[CH2:28][CH2:27][C:21]2([CH2:25][NH:24][C:23](=[O:26])[CH2:22]2)[CH2:20][CH2:19]1)=[O:17])([CH3:14])([CH3:13])[CH3:12].CC1(C)C2C(=C(P(C3C=CC=CC=3)C3C=CC=CC=3)C=CC=2)OC2C(P(C3C=CC=CC=3)C3C=CC=CC=3)=CC=CC1=2.C([O-])([O-])=O.[Cs+].[Cs+]. (6) Given the product [C:1]([O:5][C:6]([N:8]1[CH2:12][CH2:11][CH2:10][C@H:9]1[C:13]([N:15]1[CH2:19][CH2:18][C@@H:17]([F:27])[CH2:16]1)=[O:14])=[O:7])([CH3:4])([CH3:3])[CH3:2], predict the reactants needed to synthesize it. The reactants are: [C:1]([O:5][C:6]([N:8]1[CH2:12][CH2:11][CH2:10][CH:9]1[C:13]([N:15]1[CH2:19][CH2:18][C@@H:17](O)[CH2:16]1)=[O:14])=[O:7])([CH3:4])([CH3:3])[CH3:2].CCN(S(F)(F)[F:27])CC. (7) Given the product [Cl:1][C:2]1[CH:10]=[C:9]([C:11]#[C:12][CH2:13][O:14][CH3:15])[C:5]2[O:6][CH2:7][O:8][C:4]=2[C:3]=1[NH:16][C:17]1[C:26]2[C:21](=[CH:22][C:23]([O:29][CH2:30][CH2:31][CH2:32][N:37]3[CH2:38][CH2:39][NH:34][C:35](=[O:40])[CH2:36]3)=[C:24]([O:27][CH3:28])[CH:25]=2)[N:20]=[CH:19][N:18]=1, predict the reactants needed to synthesize it. The reactants are: [Cl:1][C:2]1[CH:10]=[C:9]([C:11]#[C:12][CH2:13][O:14][CH3:15])[C:5]2[O:6][CH2:7][O:8][C:4]=2[C:3]=1[NH:16][C:17]1[C:26]2[C:21](=[CH:22][C:23]([O:29][CH2:30][CH2:31][CH2:32]Cl)=[C:24]([O:27][CH3:28])[CH:25]=2)[N:20]=[CH:19][N:18]=1.[NH:34]1[CH2:39][CH2:38][NH:37][CH2:36][C:35]1=[O:40]. (8) Given the product [CH2:12]([C:16]1[CH:21]=[CH:20][C:19]([C:2]2[N:7]=[CH:6][C:5]([C:8]([O:10][CH3:11])=[O:9])=[CH:4][N:3]=2)=[CH:18][CH:17]=1)[CH2:13][CH2:14][CH3:15], predict the reactants needed to synthesize it. The reactants are: Cl[C:2]1[N:7]=[CH:6][C:5]([C:8]([O:10][CH3:11])=[O:9])=[CH:4][N:3]=1.[CH2:12]([C:16]1[CH:21]=[CH:20][C:19](B(O)O)=[CH:18][CH:17]=1)[CH2:13][CH2:14][CH3:15].C(=O)([O-])[O-].[Na+].[Na+].[Cl-].[Li+]. (9) Given the product [C:39]([O:43][C:44]([N:46]([C:48]1[N:53]=[C:52]([CH2:54][CH2:55][O:1][C:2]2[CH:3]=[CH:4][C:5]([CH2:8][CH:9]([C:15]3[S:16][CH:17]=[CH:18][CH:19]=3)[CH2:10][C:11]([O:13][CH3:14])=[O:12])=[CH:6][CH:7]=2)[CH:51]=[CH:50][CH:49]=1)[CH3:47])=[O:45])([CH3:42])([CH3:41])[CH3:40], predict the reactants needed to synthesize it. The reactants are: [OH:1][C:2]1[CH:7]=[CH:6][C:5]([CH2:8][CH:9]([C:15]2[S:16][CH:17]=[CH:18][CH:19]=2)[CH2:10][C:11]([O:13][CH3:14])=[O:12])=[CH:4][CH:3]=1.C1C=CC(P(C2C=CC=CC=2)C2C=CC=CC=2)=CC=1.[C:39]([O:43][C:44]([N:46]([C:48]1[N:53]=[C:52]([CH:54](O)[CH3:55])[CH:51]=[CH:50][CH:49]=1)[CH3:47])=[O:45])([CH3:42])([CH3:41])[CH3:40].CCOC(/N=N/C(OCC)=O)=O.